This data is from Peptide-MHC class I binding affinity with 185,985 pairs from IEDB/IMGT. The task is: Regression. Given a peptide amino acid sequence and an MHC pseudo amino acid sequence, predict their binding affinity value. This is MHC class I binding data. (1) The peptide sequence is TYVYNHLTPL. The MHC is Patr-A0701 with pseudo-sequence Patr-A0701. The binding affinity (normalized) is 0.612. (2) The peptide sequence is GDYKLVEI. The MHC is HLA-B27:05 with pseudo-sequence HLA-B27:05. The binding affinity (normalized) is 0.